From a dataset of Full USPTO retrosynthesis dataset with 1.9M reactions from patents (1976-2016). Predict the reactants needed to synthesize the given product. (1) Given the product [N:1]1([C:7]2[C:8]3[N:22]=[N:21][N:20]([CH2:23][CH2:24][N:25]4[CH2:26][CH2:27][N:28]([C:38](=[O:41])[CH2:39][CH3:40])[CH2:29][CH2:30]4)[C:9]=3[N:10]=[C:11]([C:13]3[CH:14]=[C:15]([OH:19])[CH:16]=[CH:17][CH:18]=3)[N:12]=2)[CH2:2][CH2:3][O:4][CH2:5][CH2:6]1, predict the reactants needed to synthesize it. The reactants are: [N:1]1([C:7]2[C:8]3[N:22]=[N:21][N:20]([CH2:23][CH2:24][N:25]4[CH2:30][CH2:29][NH:28][CH2:27][CH2:26]4)[C:9]=3[N:10]=[C:11]([C:13]3[CH:14]=[C:15]([OH:19])[CH:16]=[CH:17][CH:18]=3)[N:12]=2)[CH2:6][CH2:5][O:4][CH2:3][CH2:2]1.CCN(CC)CC.[C:38](Cl)(=[O:41])[CH2:39][CH3:40]. (2) Given the product [ClH:22].[Cl:22][C:23]1[CH:24]=[C:25]([CH:29]=[CH:30][C:31]=1[F:32])[C:26]([NH:15][C@H:12]1[CH2:11][CH2:10][C@@H:9]([NH:8][C:5]2[CH:4]=[C:3]([N:16]3[CH2:21][CH2:20][O:19][CH2:18][CH2:17]3)[C:2]([CH3:1])=[CH:7][N:6]=2)[CH2:14][CH2:13]1)=[O:27], predict the reactants needed to synthesize it. The reactants are: [CH3:1][C:2]1[C:3]([N:16]2[CH2:21][CH2:20][O:19][CH2:18][CH2:17]2)=[CH:4][C:5]([NH:8][C@H:9]2[CH2:14][CH2:13][C@@H:12]([NH2:15])[CH2:11][CH2:10]2)=[N:6][CH:7]=1.[Cl:22][C:23]1[CH:24]=[C:25]([CH:29]=[CH:30][C:31]=1[F:32])[C:26](O)=[O:27].C1C=CC2N(O)N=NC=2C=1.O.CCN=C=NCCCN(C)C.Cl.C([O-])(O)=O.[Na+]. (3) Given the product [F:1][C:2]1[CH:27]=[CH:26][CH:25]=[C:24]([F:28])[C:3]=1[C:4]([N:6]([CH3:31])[C:7]([N:8]([C:10]1[CH:15]=[CH:14][C:13]([S:16][CH2:17][C:18]([F:21])([F:20])[F:19])=[CH:12][C:11]=1[F:22])[CH3:9])=[O:23])=[O:5], predict the reactants needed to synthesize it. The reactants are: [F:1][C:2]1[CH:27]=[CH:26][CH:25]=[C:24]([F:28])[C:3]=1[C:4]([NH:6][C:7](=[O:23])[N:8]([C:10]1[CH:15]=[CH:14][C:13]([S:16][CH2:17][C:18]([F:21])([F:20])[F:19])=[CH:12][C:11]=1[F:22])[CH3:9])=[O:5].[H-].[Na+].[CH3:31]I.[Cl-].[NH4+].